Dataset: Reaction yield outcomes from USPTO patents with 853,638 reactions. Task: Predict the reaction yield, written as a fraction of the theoretical maximum amount of product (1.0 means a 100% yield; for example, 0.34 means a 34% yield). (1) The reactants are [CH2:1]([O:8][C:9]([NH:11][C@H:12]([CH2:40]O)[CH2:13][O:14][C:15]1[CH:20]=[CH:19][CH:18]=[CH:17][C:16]=1[C:21]1[NH:25][C:24]2[C:26]([CH3:33])=[C:27]([C:29]([O:31][CH3:32])=[O:30])[S:28][C:23]=2[C:22]=1[CH:34]1[CH2:39][CH2:38][CH2:37][CH2:36][CH2:35]1)=[O:10])[C:2]1[CH:7]=[CH:6][CH:5]=[CH:4][CH:3]=1.C1(P(C2C=CC=CC=2)C2C=CC=CC=2)C=CC=CC=1.C([O-])([O-])=O.[K+].[K+].C(Br)(Br)(Br)[Br:68]. The yield is 0.860. The product is [CH2:1]([O:8][C:9]([NH:11][C@H:12]([CH2:40][Br:68])[CH2:13][O:14][C:15]1[CH:20]=[CH:19][CH:18]=[CH:17][C:16]=1[C:21]1[NH:25][C:24]2[C:26]([CH3:33])=[C:27]([C:29]([O:31][CH3:32])=[O:30])[S:28][C:23]=2[C:22]=1[CH:34]1[CH2:39][CH2:38][CH2:37][CH2:36][CH2:35]1)=[O:10])[C:2]1[CH:7]=[CH:6][CH:5]=[CH:4][CH:3]=1. The catalyst is C(Cl)Cl. (2) The reactants are CS(O[CH2:6][CH2:7][CH:8]=[CH2:9])(=O)=O.C(#N)C.[C:13]1([C@@H:19]([NH2:21])[CH3:20])[CH:18]=[CH:17][CH:16]=[CH:15][CH:14]=1. The catalyst is COC(C)(C)C. The product is [C:13]1([C@@H:19]([NH:21][CH2:9][CH2:8][CH:7]=[CH2:6])[CH3:20])[CH:18]=[CH:17][CH:16]=[CH:15][CH:14]=1. The yield is 0.200. (3) The yield is 0.800. The catalyst is O1CCCC1. The reactants are [CH2:1]([C:3]1[CH:8]=[CH:7][CH:6]=[CH:5][N:4]=1)[CH3:2].C([Li])CCC.F[C:15]1[CH:20]=[CH:19][CH:18]=[CH:17][N:16]=1. The product is [CH:1]([C:15]1[CH:20]=[CH:19][CH:18]=[CH:17][N:16]=1)([C:3]1[CH:8]=[CH:7][CH:6]=[CH:5][N:4]=1)[CH3:2]. (4) The reactants are C(NCC)C.C(O)(C)(C)C.Br[CH2:12][C:13]([C:15]1[CH:20]=[CH:19][C:18]([N+:21]([O-:23])=[O:22])=[CH:17][CH:16]=1)=[O:14].[N+:24]([C:27]1[CH:32]=[CH:31][C:30]([C:33](=[O:35])[CH3:34])=[CH:29][CH:28]=1)([O-:26])=[O:25]. The catalyst is C1C=CC=CC=1.[Cl-].[Zn+2].[Cl-].O. The product is [N+:21]([C:18]1[CH:19]=[CH:20][C:15]([C:13](=[O:14])[CH2:12][CH2:34][C:33]([C:30]2[CH:29]=[CH:28][C:27]([N+:24]([O-:26])=[O:25])=[CH:32][CH:31]=2)=[O:35])=[CH:16][CH:17]=1)([O-:23])=[O:22]. The yield is 0.610. (5) The reactants are C1(P(C2C=CC=CC=2)C2C=CC=CC=2)C=CC=CC=1.[Cl:20][C:21]1[CH:26]=[CH:25][CH:24]=[CH:23][C:22]=1[OH:27].[CH2:28]([N:35]1[CH2:40][CH2:39][CH:38](O)[CH2:37][CH2:36]1)[C:29]1[CH:34]=[CH:33][CH:32]=[CH:31][CH:30]=1. The catalyst is ClCCl. The product is [CH2:28]([N:35]1[CH2:40][CH2:39][CH:38]([O:27][C:22]2[CH:23]=[CH:24][CH:25]=[CH:26][C:21]=2[Cl:20])[CH2:37][CH2:36]1)[C:29]1[CH:34]=[CH:33][CH:32]=[CH:31][CH:30]=1. The yield is 0.890. (6) The reactants are O1CCCC1.[OH-].[Na+].[NH2:8][C:9]1[C:14]([C:15]2[O:19][N:18]=[C:17]([CH2:20][C:21]3[CH:26]=[CH:25][C:24]([OH:27])=[CH:23][CH:22]=3)[CH:16]=2)=[CH:13][CH:12]=[CH:11][N:10]=1.[Cl:28][C:29]1[CH:30]=[CH:31][C:32]([CH2:35]Cl)=[N:33][CH:34]=1. The catalyst is CN(C)C=O. The product is [Cl:28][C:29]1[CH:30]=[CH:31][C:32]([CH2:35][O:27][C:24]2[CH:25]=[CH:26][C:21]([CH2:20][C:17]3[CH:16]=[C:15]([C:14]4[C:9]([NH2:8])=[N:10][CH:11]=[CH:12][CH:13]=4)[O:19][N:18]=3)=[CH:22][CH:23]=2)=[N:33][CH:34]=1. The yield is 0.930.